Dataset: Catalyst prediction with 721,799 reactions and 888 catalyst types from USPTO. Task: Predict which catalyst facilitates the given reaction. Reactant: [N:1]1[CH:6]=[CH:5][CH:4]=[C:3]([CH:7]=[O:8])[CH:2]=1.[CH3:9][Mg]Br. Product: [N:1]1[CH:6]=[CH:5][CH:4]=[C:3]([CH:7]([OH:8])[CH3:9])[CH:2]=1. The catalyst class is: 7.